From a dataset of Full USPTO retrosynthesis dataset with 1.9M reactions from patents (1976-2016). Predict the reactants needed to synthesize the given product. Given the product [O:1]1[CH:5]=[C:4]([CH2:6][CH2:7][N:8]2[CH2:13][CH2:12][CH:11]([C:14]3[C:22]4[C:17](=[CH:18][CH:19]=[CH:20][CH:21]=4)[NH:16][CH:15]=3)[CH2:10][CH2:9]2)[C:3]2[CH:23]=[CH:24][C:25]3[C:30]([C:2]1=2)=[CH:29][CH:28]=[CH:27][CH:26]=3.[CH3:29][CH2:30][CH2:2][CH2:3][CH2:4][CH3:5], predict the reactants needed to synthesize it. The reactants are: [O:1]1[CH:5]=[C:4]([CH2:6][CH2:7][N:8]2[CH2:13][CH2:12][CH:11]([C:14]3[C:22]4[C:17](=[CH:18][CH:19]=[CH:20][CH:21]=4)[NH:16][CH:15]=3)[CH2:10][CH2:9]2)[C:3]2[CH:23]=[CH:24][C:25]3[C:30]([C:2]1=2)=[CH:29][CH:28]=[CH:27][CH:26]=3.